Dataset: Catalyst prediction with 721,799 reactions and 888 catalyst types from USPTO. Task: Predict which catalyst facilitates the given reaction. Reactant: [F:1][C:2]1[CH:3]=[CH:4][C:5]([CH2:8][O:9][C:10]2[CH:15]=[N:14][NH:13][C:12](=[O:16])[CH:11]=2)=[N:6][CH:7]=1.Br[C:18]1[CH:23]=[CH:22][C:21]2[C:24]3[CH2:25][N:26]([C:32]([O:34][C:35]([CH3:38])([CH3:37])[CH3:36])=[O:33])[CH2:27][CH2:28][CH2:29][C:30]=3[O:31][C:20]=2[CH:19]=1.C([O-])([O-])=O.[Cs+].[Cs+].CN[C@@H]1CCCC[C@H]1NC. Product: [F:1][C:2]1[CH:3]=[CH:4][C:5]([CH2:8][O:9][C:10]2[CH:15]=[N:14][N:13]([C:18]3[CH:23]=[CH:22][C:21]4[C:24]5[CH2:25][N:26]([C:32]([O:34][C:35]([CH3:38])([CH3:37])[CH3:36])=[O:33])[CH2:27][CH2:28][CH2:29][C:30]=5[O:31][C:20]=4[CH:19]=3)[C:12](=[O:16])[CH:11]=2)=[N:6][CH:7]=1. The catalyst class is: 432.